Dataset: Forward reaction prediction with 1.9M reactions from USPTO patents (1976-2016). Task: Predict the product of the given reaction. (1) Given the reactants [CH2:1]([N:4]1[C:8]2[CH:9]=[CH:10][C:11]3[C@@H:12]([O:30][CH2:31][CH2:32][O:33][CH3:34])[C@H:13]([O:23]C(=O)C(C)(C)C)[C@@H:14]([C:17]4[CH:22]=[CH:21][CH:20]=[CH:19][CH:18]=4)[O:15][C:16]=3[C:7]=2[N:6]=[C:5]1[CH3:35])[CH:2]=[CH2:3].C(=O)([O-])[O-].[K+].[K+], predict the reaction product. The product is: [CH2:1]([N:4]1[C:8]2[CH:9]=[CH:10][C:11]3[C@@H:12]([O:30][CH2:31][CH2:32][O:33][CH3:34])[C@H:13]([OH:23])[C@@H:14]([C:17]4[CH:22]=[CH:21][CH:20]=[CH:19][CH:18]=4)[O:15][C:16]=3[C:7]=2[N:6]=[C:5]1[CH3:35])[CH:2]=[CH2:3]. (2) Given the reactants [C:1]([S@:5](/[N:7]=[C:8]1/[C:9]2[CH:10]=[CH:11][C:12]([C:18]([O:20][CH2:21][CH3:22])=[O:19])=[CH:13][C:14]=2[CH2:15][CH2:16][CH2:17]/1)=[O:6])([CH3:4])([CH3:3])[CH3:2].O.[BH4-].[Na+], predict the reaction product. The product is: [CH3:3][C:1]([CH3:4])([S@:5]([NH:7][C@@H:8]1[CH2:17][CH2:16][CH2:15][C:14]2[CH:13]=[C:12]([C:18]([O:20][CH2:21][CH3:22])=[O:19])[CH:11]=[CH:10][C:9]1=2)=[O:6])[CH3:2]. (3) Given the reactants [CH2:1]([O:8][C:9]1[C:17]([O:18][CH3:19])=[CH:16][C:12]([C:13]([OH:15])=O)=[CH:11][C:10]=1[O:20][CH3:21])[C:2]1[CH:7]=[CH:6][CH:5]=[CH:4][CH:3]=1.[C:22]([O:25][C@H:26]1[CH2:30][NH:29][C@H:28]([C:31]([OH:33])=[O:32])[CH2:27]1)(=[O:24])[CH3:23], predict the reaction product. The product is: [CH2:1]([O:8][C:9]1[C:10]([O:20][CH3:21])=[CH:11][C:12]([C:13]([N:29]2[CH2:30][C@H:26]([O:25][C:22](=[O:24])[CH3:23])[CH2:27][C@H:28]2[C:31]([OH:33])=[O:32])=[O:15])=[CH:16][C:17]=1[O:18][CH3:19])[C:2]1[CH:3]=[CH:4][CH:5]=[CH:6][CH:7]=1. (4) Given the reactants [H-].[Na+].[CH3:3][O:4][C:5]1[CH:10]=[CH:9][CH:8]=[CH:7][C:6]=1[CH2:11][OH:12].Br[CH2:14][CH2:15][OH:16], predict the reaction product. The product is: [CH3:3][O:4][C:5]1[CH:10]=[CH:9][CH:8]=[CH:7][C:6]=1[CH2:11][O:12][CH2:14][CH2:15][OH:16]. (5) Given the reactants [CH2:1]([O:3][C:4](=[O:38])[CH:5]([C:10]1[CH:11]=[C:12]([C:28]2[CH:33]=[CH:32][C:31]([C:34]([F:37])([F:36])[F:35])=[CH:30][CH:29]=2)[CH:13]=[C:14]([CH:16]2[CH2:21][CH2:20][N:19]([CH2:22][CH:23]=[CH:24][CH:25]([CH3:27])[CH3:26])[CH2:18][CH2:17]2)[CH:15]=1)[CH2:6][CH:7]([CH3:9])[CH3:8])[CH3:2], predict the reaction product. The product is: [CH2:1]([O:3][C:4](=[O:38])[CH:5]([C:10]1[CH:11]=[C:12]([C:28]2[CH:29]=[CH:30][C:31]([C:34]([F:35])([F:36])[F:37])=[CH:32][CH:33]=2)[CH:13]=[C:14]([CH:16]2[CH2:17][CH2:18][N:19]([CH2:22][CH2:23][CH2:24][CH:25]([CH3:27])[CH3:26])[CH2:20][CH2:21]2)[CH:15]=1)[CH2:6][CH:7]([CH3:9])[CH3:8])[CH3:2]. (6) Given the reactants [CH2:1]([O:3][C:4](=[O:37])[CH:5]([N+:34]([O-])=O)[CH2:6][C:7]1[CH:12]=[C:11]([Cl:13])[CH:10]=[CH:9][C:8]=1[O:14][CH2:15][C:16]([N:18]1[CH2:23][C@H:22]([CH3:24])[N:21]([CH2:25][C:26]2[CH:31]=[CH:30][C:29]([F:32])=[CH:28][CH:27]=2)[CH2:20][C@H:19]1[CH3:33])=[O:17])[CH3:2], predict the reaction product. The product is: [CH2:1]([O:3][C:4](=[O:37])[CH:5]([NH2:34])[CH2:6][C:7]1[CH:12]=[C:11]([Cl:13])[CH:10]=[CH:9][C:8]=1[O:14][CH2:15][C:16]([N:18]1[CH2:23][C@H:22]([CH3:24])[N:21]([CH2:25][C:26]2[CH:31]=[CH:30][C:29]([F:32])=[CH:28][CH:27]=2)[CH2:20][C@H:19]1[CH3:33])=[O:17])[CH3:2].